Dataset: Catalyst prediction with 721,799 reactions and 888 catalyst types from USPTO. Task: Predict which catalyst facilitates the given reaction. (1) Product: [Cl:21][C:22]1[CH:29]=[C:28]([F:30])[CH:27]=[CH:26][C:23]=1[CH2:24][N:9]1[C:8]([C:5]2[CH:6]=[CH:7][C:2]([F:1])=[CH:3][CH:4]=2)=[C:16]2[C:11]([C:12]([C:17]([F:18])([F:20])[F:19])=[CH:13][CH:14]=[CH:15]2)=[N:10]1. Reactant: [F:1][C:2]1[CH:7]=[CH:6][C:5]([C:8]2[C:16]3[C:11](=[C:12]([C:17]([F:20])([F:19])[F:18])[CH:13]=[CH:14][CH:15]=3)[NH:10][N:9]=2)=[CH:4][CH:3]=1.[Cl:21][C:22]1[CH:29]=[C:28]([F:30])[CH:27]=[CH:26][C:23]=1[CH2:24]Br.C(OCC)(=O)C. The catalyst class is: 3. (2) Reactant: [H-].[Al+3].[Li+].[H-].[H-].[H-].[CH2:7]([N:14]1[CH2:19][CH2:18][N:17]([CH2:20][C:21]#[N:22])[CH2:16][CH2:15]1)[C:8]1[CH:13]=[CH:12][CH:11]=[CH:10][CH:9]=1.O.O.O.O.O.O.O.O.O.O.S([O-])([O-])(=O)=O.[Na+].[Na+]. Product: [CH2:7]([N:14]1[CH2:15][CH2:16][N:17]([CH2:20][CH2:21][NH2:22])[CH2:18][CH2:19]1)[C:8]1[CH:9]=[CH:10][CH:11]=[CH:12][CH:13]=1. The catalyst class is: 1.